From a dataset of Full USPTO retrosynthesis dataset with 1.9M reactions from patents (1976-2016). Predict the reactants needed to synthesize the given product. (1) Given the product [C:14]1([NH:13][C:11]([C:9]2[N:10]=[C:5]3[CH:4]=[CH:3][C:2]([C:20]#[N:21])=[CH:7][N:6]3[CH:8]=2)=[O:12])[CH:19]=[CH:18][CH:17]=[CH:16][CH:15]=1, predict the reactants needed to synthesize it. The reactants are: Br[C:2]1[CH:3]=[CH:4][C:5]2[N:6]([CH:8]=[C:9]([C:11]([NH:13][C:14]3[CH:19]=[CH:18][CH:17]=[CH:16][CH:15]=3)=[O:12])[N:10]=2)[CH:7]=1.[C:20](C1C=CC2N(C=C(C(OCC)=O)N=2)C=1)#[N:21]. (2) The reactants are: Cl[C:2]1[CH:11]=[C:10]([CH2:12]C(O)=O)[C:9]2[C:4](=[CH:5][CH:6]=[C:7]([CH3:16])[CH:8]=2)[N:3]=1.[S:17]1[C:23]2[CH:24]=[CH:25][CH:26]=[CH:27][C:22]=2[CH2:21][NH:20][CH2:19][CH2:18]1. Given the product [CH3:12][C:10]1[C:9]2[C:4](=[CH:5][CH:6]=[C:7]([CH3:16])[CH:8]=2)[N:3]=[C:2]([N:20]2[CH2:21][C:22]3[CH:27]=[CH:26][CH:25]=[CH:24][C:23]=3[S:17][CH2:18][CH2:19]2)[CH:11]=1, predict the reactants needed to synthesize it. (3) Given the product [CH:36]([O:10][C:9](=[O:11])[NH:8][C:6]1[CH:5]=[C:4]([NH:12][C:13]2[CH:18]=[CH:17][CH:16]=[CH:15][CH:14]=2)[N:3]=[C:2]([C:19]2[CH:24]=[CH:23][CH:22]=[CH:21][CH:20]=2)[N:7]=1)([CH3:40])[CH3:37], predict the reactants needed to synthesize it. The reactants are: Cl[C:2]1[N:7]=[C:6]([NH:8][C:9](=[O:11])[O-:10])[CH:5]=[C:4]([NH:12][C:13]2[CH:18]=[CH:17][CH:16]=[CH:15][CH:14]=2)[N:3]=1.[C:19]1(B(O)O)[CH:24]=[CH:23][CH:22]=[CH:21][CH:20]=1.[O-]P([O-])([O-])=O.[K+].[K+].[K+].[CH2:36]1[CH2:40]OC[CH2:37]1. (4) Given the product [Cl:1][C:2]1[CH:17]=[CH:16][C:15]([Cl:18])=[CH:14][C:3]=1[O:4][C:5]1[CH:13]=[CH:12][CH:11]=[CH:10][C:6]=1[C:7]([N:52]1[C:61]2[C:56](=[CH:57][CH:58]=[CH:59][CH:60]=2)[CH2:55][CH2:54][CH2:53]1)=[O:9], predict the reactants needed to synthesize it. The reactants are: [Cl:1][C:2]1[CH:17]=[CH:16][C:15]([Cl:18])=[CH:14][C:3]=1[O:4][C:5]1[CH:13]=[CH:12][CH:11]=[CH:10][C:6]=1[C:7]([OH:9])=O.C(N(C(C)C)C(C)C)C.CN(C(ON1N=NC2C=CC=NC1=2)=[N+](C)C)C.F[P-](F)(F)(F)(F)F.[NH:52]1[C:61]2[C:56](=[CH:57][CH:58]=[CH:59][CH:60]=2)[CH2:55][CH2:54][CH2:53]1. (5) Given the product [CH3:1][O:2][C:3]1[CH:4]=[C:5]2[C:9](=[CH:10][CH:11]=1)[N:8]([CH3:12])[CH:7]=[C:6]2[C:13]1[NH:30][C:16]2[N:17]=[CH:18][C:19]3[N:20]([C:21]([CH:24]4[CH2:29][CH2:28][CH2:27][O:26][CH2:25]4)=[N:22][CH:23]=3)[C:15]=2[CH:14]=1, predict the reactants needed to synthesize it. The reactants are: [CH3:1][O:2][C:3]1[CH:4]=[C:5]2[C:9](=[CH:10][CH:11]=1)[N:8]([CH3:12])[CH:7]=[C:6]2[C:13]1[N:30](COCC[Si](C)(C)C)[C:16]2[N:17]=[CH:18][C:19]3[N:20]([C:21]([CH:24]4[CH2:29][CH2:28][CH2:27][O:26][CH2:25]4)=[N:22][CH:23]=3)[C:15]=2[CH:14]=1.C(O)(C(F)(F)F)=O.[NH4+].[OH-].O.